Dataset: Full USPTO retrosynthesis dataset with 1.9M reactions from patents (1976-2016). Task: Predict the reactants needed to synthesize the given product. Given the product [CH3:15][O:14][C:12]([NH:1][C@@H:2]([CH:6]([CH3:8])[CH3:7])[C:3]([OH:5])=[O:4])=[O:13], predict the reactants needed to synthesize it. The reactants are: [NH2:1][C@@H:2]([CH:6]([CH3:8])[CH3:7])[C:3]([OH:5])=[O:4].[OH-].[Na+].Cl[C:12]([O:14][CH3:15])=[O:13].